This data is from Forward reaction prediction with 1.9M reactions from USPTO patents (1976-2016). The task is: Predict the product of the given reaction. (1) Given the reactants [CH2:1]([C:3]1[C:4]([C:12]2[O:13][CH:14]=[CH:15][CH:16]=2)=[N:5][C:6]([NH2:11])=[N:7][C:8]=1[S:9][CH3:10])[CH3:2].C1(C2[O:25]N2S(C2C=CC=CC=2)(=O)=O)C=CC=CC=1, predict the reaction product. The product is: [CH2:1]([C:3]1[C:4]([C:12]2[O:13][CH:14]=[CH:15][CH:16]=2)=[N:5][C:6]([NH2:11])=[N:7][C:8]=1[S:9]([CH3:10])=[O:25])[CH3:2]. (2) Given the reactants [OH:1][CH2:2][CH2:3][N:4]1[CH2:9][CH2:8][CH2:7][CH:6]([N:10]2[C:21]3=[C:22]4[C:17](=[CH:18][CH:19]=[CH:20]3)[CH:16]=[N:15][CH:14]=[C:13]4[CH2:12][CH2:11]2)[CH2:5]1.[C:23](=[O:35])([O-])OC1C=CC([N+]([O-])=O)=CC=1.[CH3:36][NH2:37].O1CCCC1, predict the reaction product. The product is: [CH3:36][NH:37][C:23](=[O:35])[O:1][CH2:2][CH2:3][N:4]1[CH2:9][CH2:8][CH2:7][CH:6]([N:10]2[C:21]3=[C:22]4[C:17](=[CH:18][CH:19]=[CH:20]3)[CH:16]=[N:15][CH:14]=[C:13]4[CH2:12][CH2:11]2)[CH2:5]1. (3) Given the reactants O.[F-].[CH2:3]([N+](CCCC)(CCCC)CCCC)[CH2:4][CH2:5]C.[CH3:20][C:21]1([CH3:55])[C@@H:51]([OH:52])[CH2:50][CH2:49][C@@:48]2([CH3:53])[C:22]1=[CH:23][CH:24]=[C:25]1[C@@H:47]2[CH2:46][CH2:45][C@@:44]2([CH3:54])[C@H:26]1[CH2:27][CH2:28][C@@H:29]2[C@@H:30]([CH2:32][O:33][Si](C(C)C)(C(C)C)C(C)C)[CH3:31].[O:56]1[CH2:60][CH2:59][CH2:58][CH2:57]1, predict the reaction product. The product is: [C:60]([OH:56])(=[O:33])[C:59]1[CH:5]=[CH:4][CH:3]=[CH:57][CH:58]=1.[CH3:55][C:21]1([CH3:20])[C@@H:51]([OH:52])[CH2:50][CH2:49][C@@:48]2([CH3:53])[C:22]1=[CH:23][CH:24]=[C:25]1[C@@H:47]2[CH2:46][CH2:45][C@@:44]2([CH3:54])[C@H:26]1[CH2:27][CH2:28][C@@H:29]2[C@H:30]([CH3:31])[CH2:32][OH:33]. (4) Given the reactants [CH3:1][S:2]([N:5]([CH3:29])[C:6]1[CH:11]=[CH:10][CH:9]=[CH:8][C:7]=1[C:12]1[N:20]2[C:15]([CH:16]=[N:17][C:18](OS(C(F)(F)F)(=O)=O)=[N:19]2)=[CH:14][CH:13]=1)(=[O:4])=[O:3].[NH2:30][C:31]1[C:36]([O:37][CH3:38])=[CH:35][C:34]([N:39]2[CH2:44][CH2:43][N:42]([CH2:45][C@@H:46]([OH:48])[CH3:47])[CH2:41][CH2:40]2)=[C:33]([F:49])[CH:32]=1.C(N(CC)C(C)C)(C)C, predict the reaction product. The product is: [F:49][C:33]1[C:34]([N:39]2[CH2:40][CH2:41][N:42]([CH2:45][C@@H:46]([OH:48])[CH3:47])[CH2:43][CH2:44]2)=[CH:35][C:36]([O:37][CH3:38])=[C:31]([NH:30][C:18]2[N:17]=[CH:16][C:15]3=[CH:14][CH:13]=[C:12]([C:7]4[CH:8]=[CH:9][CH:10]=[CH:11][C:6]=4[N:5]([CH3:29])[S:2]([CH3:1])(=[O:4])=[O:3])[N:20]3[N:19]=2)[CH:32]=1. (5) Given the reactants C([O:4][CH:5]1[C:6]([O:54][CH:55]([O:57][CH2:58][CH3:59])[CH3:56])([CH3:53])[CH2:7][CH2:8][CH:9]([O:47][CH:48]([O:50][CH2:51][CH3:52])[CH3:49])[CH2:10][C:11]([O:13][CH:14](/[C:19](/[CH3:46])=[CH:20]/[CH:21]=[CH:22]/[C:23]([O:40][CH:41]([O:43][CH2:44][CH3:45])[CH3:42])([CH3:39])[CH2:24][CH:25]2[O:38][CH:26]2[CH:27]([CH3:37])[CH:28]([O:31][CH:32]([O:34][CH2:35][CH3:36])[CH3:33])[CH2:29][CH3:30])[CH:15]([CH3:18])[CH:16]=[CH:17]1)=[O:12])(=O)C.C(=O)([O-])[O-].[K+].[K+], predict the reaction product. The product is: [CH2:51]([O:50][CH:48]([O:47][CH:9]1[CH2:8][CH2:7][C:6]([O:54][CH:55]([O:57][CH2:58][CH3:59])[CH3:56])([CH3:53])[CH:5]([OH:4])[CH:17]=[CH:16][CH:15]([CH3:18])[CH:14](/[C:19](/[CH3:46])=[CH:20]/[CH:21]=[CH:22]/[C:23]([O:40][CH:41]([O:43][CH2:44][CH3:45])[CH3:42])([CH3:39])[CH2:24][CH:25]2[O:38][CH:26]2[CH:27]([CH3:37])[CH:28]([O:31][CH:32]([O:34][CH2:35][CH3:36])[CH3:33])[CH2:29][CH3:30])[O:13][C:11](=[O:12])[CH2:10]1)[CH3:49])[CH3:52]. (6) Given the reactants [CH2:1]([O:8][C:9]1[CH:16]=[CH:15][C:12]([CH:13]=O)=[CH:11][C:10]=1[O:17][CH3:18])[C:2]1[CH:7]=[CH:6][CH:5]=[CH:4][CH:3]=1.C([O-])(=O)C.[Na+].Cl.[NH2:25]O.[OH-].[Na+], predict the reaction product. The product is: [CH2:1]([O:8][C:9]1[CH:16]=[CH:15][C:12]([C:13]#[N:25])=[CH:11][C:10]=1[O:17][CH3:18])[C:2]1[CH:7]=[CH:6][CH:5]=[CH:4][CH:3]=1. (7) Given the reactants [CH3:1][O:2][N:3]1[CH2:8][CH2:7][CH:6]([CH2:9][CH:10]=O)[CH2:5][CH2:4]1.[C-:12]#[N:13].[K+].[NH4+:15].[Cl-], predict the reaction product. The product is: [NH2:15][CH:10]([CH2:9][CH:6]1[CH2:7][CH2:8][N:3]([O:2][CH3:1])[CH2:4][CH2:5]1)[C:12]#[N:13]. (8) Given the reactants [CH3:1][N:2]([CH2:15][C:16]1[S:17][CH:18]=[C:19]([CH3:21])[N:20]=1)[C:3]([C:5]1[CH:6]=[C:7]([CH:12]=[CH:13][CH:14]=1)[C:8]([O:10]C)=[O:9])=[O:4].O[Li].O, predict the reaction product. The product is: [CH3:1][N:2]([CH2:15][C:16]1[S:17][CH:18]=[C:19]([CH3:21])[N:20]=1)[C:3](=[O:4])[C:5]1[CH:6]=[C:7]([CH:12]=[CH:13][CH:14]=1)[C:8]([OH:10])=[O:9]. (9) Given the reactants [CH3:1][O:2][C:3]1[CH:8]=[CH:7][CH:6]=[C:5]([C:9]#[C:10][Si](C)(C)C)[N:4]=1.C[Li].[Br-].[Li+].Cl[C:20]([O:22][CH3:23])=[O:21], predict the reaction product. The product is: [CH3:23][O:22][C:20](=[O:21])[C:10]#[C:9][C:5]1[CH:6]=[CH:7][CH:8]=[C:3]([O:2][CH3:1])[N:4]=1.